From a dataset of Peptide-MHC class II binding affinity with 134,281 pairs from IEDB. Regression. Given a peptide amino acid sequence and an MHC pseudo amino acid sequence, predict their binding affinity value. This is MHC class II binding data. (1) The peptide sequence is RDGGQLRIPSLLHGG. The MHC is DRB1_1302 with pseudo-sequence DRB1_1302. The binding affinity (normalized) is 0.245. (2) The peptide sequence is VRKVCYNAVLTHVKI. The MHC is DRB3_0301 with pseudo-sequence DRB3_0301. The binding affinity (normalized) is 0.872. (3) The peptide sequence is TNILEAKYWCPDSME. The MHC is DRB1_1301 with pseudo-sequence DRB1_1301. The binding affinity (normalized) is 0.